From a dataset of Forward reaction prediction with 1.9M reactions from USPTO patents (1976-2016). Predict the product of the given reaction. (1) Given the reactants [N+:1]([C:4]1[C:13]2[C:8](=[CH:9][CH:10]=[CH:11][CH:12]=2)[C:7]([OH:14])=[CH:6][CH:5]=1)([O-:3])=[O:2].C(=O)([O-])[O-].[K+].[K+].Br[CH2:22][C:23]([O:25][CH3:26])=[O:24], predict the reaction product. The product is: [CH3:26][O:25][C:23](=[O:24])[CH2:22][O:14][C:7]1[C:8]2[C:13](=[CH:12][CH:11]=[CH:10][CH:9]=2)[C:4]([N+:1]([O-:3])=[O:2])=[CH:5][CH:6]=1. (2) Given the reactants Br[CH2:2][CH2:3][CH2:4][CH2:5][O:6][C:7]1[CH:8]=[CH:9][C:10]2[C:14]([C:15]3[CH:20]=[CH:19][C:18]([Br:21])=[CH:17][CH:16]=3)=[C:13]([CH3:22])[S:12][C:11]=2[CH:23]=1.[CH2:24]([NH:26][CH2:27][CH3:28])[CH3:25], predict the reaction product. The product is: [Br:21][C:18]1[CH:19]=[CH:20][C:15]([C:14]2[C:10]3[CH:9]=[CH:8][C:7]([O:6][CH2:5][CH2:4][CH2:3][CH2:2][N:26]([CH2:27][CH3:28])[CH2:24][CH3:25])=[CH:23][C:11]=3[S:12][C:13]=2[CH3:22])=[CH:16][CH:17]=1. (3) Given the reactants Cl[C:2]1[CH:10]=[C:9]2[C:5]([CH:6]=[N:7][N:8]2[S:11]([C:14]2[CH:19]=[CH:18][CH:17]=[CH:16][CH:15]=2)(=[O:13])=[O:12])=[C:4]([C:20]2[O:21][C:22]([CH2:25][N:26]3[CH2:31][CH2:30][N:29]([CH:32]([CH3:34])[CH3:33])[CH2:28][CH2:27]3)=[CH:23][N:24]=2)[CH:3]=1.CC1(C)C(C)(C)OB([C:43]2[CH:51]=[CH:50][CH:49]=[C:48]3[C:44]=2[CH:45]=[CH:46][NH:47]3)O1.[O-]P([O-])([O-])=O.[K+].[K+].[K+].N#N.C1(P(C2CCCCC2)C2CCCCC2)CCCCC1, predict the reaction product. The product is: [NH:47]1[C:48]2[C:44](=[C:43]([C:2]3[CH:10]=[C:9]4[C:5]([CH:6]=[N:7][N:8]4[S:11]([C:14]4[CH:15]=[CH:16][CH:17]=[CH:18][CH:19]=4)(=[O:12])=[O:13])=[C:4]([C:20]4[O:21][C:22]([CH2:25][N:26]5[CH2:31][CH2:30][N:29]([CH:32]([CH3:33])[CH3:34])[CH2:28][CH2:27]5)=[CH:23][N:24]=4)[CH:3]=3)[CH:51]=[CH:50][CH:49]=2)[CH:45]=[CH:46]1. (4) Given the reactants Cl[C:2]1[C:11]2[C:6](=[CH:7][N:8]=[CH:9][CH:10]=2)[N:5]=[C:4]([C:12]2[CH:17]=[C:16]([F:18])[CH:15]=[C:14]([F:19])[CH:13]=2)[C:3]=1[CH3:20].[O:21]1[CH2:26][CH2:25][N:24]([C:27]2[CH:28]=[C:29]3[NH:35][CH2:34][C:33]4([CH2:40][CH2:39][O:38][CH2:37][CH2:36]4)[C:30]3=[N:31][CH:32]=2)[CH2:23][CH2:22]1.CC(C)([O-])C.[Na+], predict the reaction product. The product is: [F:19][C:14]1[CH:13]=[C:12]([C:4]2[C:3]([CH3:20])=[C:2]([N:35]3[C:29]4[C:30](=[N:31][CH:32]=[C:27]([N:24]5[CH2:25][CH2:26][O:21][CH2:22][CH2:23]5)[CH:28]=4)[C:33]4([CH2:40][CH2:39][O:38][CH2:37][CH2:36]4)[CH2:34]3)[C:11]3[C:6](=[CH:7][N:8]=[CH:9][CH:10]=3)[N:5]=2)[CH:17]=[C:16]([F:18])[CH:15]=1.